From a dataset of Forward reaction prediction with 1.9M reactions from USPTO patents (1976-2016). Predict the product of the given reaction. Given the reactants Cl.[CH:2]1([CH2:5][O:6][C:7]2[CH:12]=[CH:11][C:10]([F:13])=[CH:9][C:8]=2[C:14]2[C:15]3[NH:22][C:21]([CH3:23])=[C:20]([C:24]([NH:26][C@@H:27]4[CH2:31][CH2:30][NH:29][CH2:28]4)=[O:25])[C:16]=3[N:17]=[CH:18][N:19]=2)[CH2:4][CH2:3]1.[C:32](Cl)(=[O:35])[CH2:33][CH3:34], predict the reaction product. The product is: [CH:2]1([CH2:5][O:6][C:7]2[CH:12]=[CH:11][C:10]([F:13])=[CH:9][C:8]=2[C:14]2[C:15]3[NH:22][C:21]([CH3:23])=[C:20]([C:24]([NH:26][C@@H:27]4[CH2:31][CH2:30][N:29]([C:32](=[O:35])[CH2:33][CH3:34])[CH2:28]4)=[O:25])[C:16]=3[N:17]=[CH:18][N:19]=2)[CH2:4][CH2:3]1.